The task is: Predict which catalyst facilitates the given reaction.. This data is from Catalyst prediction with 721,799 reactions and 888 catalyst types from USPTO. (1) Reactant: [NH2:1][C:2]1[CH:6]=[C:5]([C:7]2[CH:12]=[CH:11][CH:10]=[CH:9][CH:8]=2)[S:4][C:3]=1[C:13]([NH2:15])=[O:14].C[Si]([N:20]=[C:21]=[O:22])(C)C.ClCCl. Product: [NH2:20][C:21]([NH:1][C:2]1[CH:6]=[C:5]([C:7]2[CH:12]=[CH:11][CH:10]=[CH:9][CH:8]=2)[S:4][C:3]=1[C:13]([NH2:15])=[O:14])=[O:22]. The catalyst class is: 9. (2) Reactant: Br[C:2]1[CH:3]=[N:4][C:5]([N:8]2[CH2:13][CH2:12][O:11][C@H:10]([CH2:14][N:15]3[C:19]4=[N:20][C:21]([C:24]5[CH:25]=[CH:26][C:27]([F:32])=[C:28]([CH:31]=5)[C:29]#[N:30])=[CH:22][N:23]=[C:18]4[N:17]=[N:16]3)[CH2:9]2)=[N:6][CH:7]=1.C([O-])([O-])=O.[Na+].[Na+].[F:39][C:40]1[CH:47]=[C:46](B2OC(C)(C)C(C)(C)O2)[CH:45]=[CH:44][C:41]=1[CH:42]=[O:43]. Product: [F:32][C:27]1[CH:26]=[CH:25][C:24]([C:21]2[N:20]=[C:19]3[N:15]([CH2:14][C@H:10]4[O:11][CH2:12][CH2:13][N:8]([C:5]5[N:4]=[CH:3][C:2]([C:46]6[CH:45]=[CH:44][C:41]([CH:42]=[O:43])=[C:40]([F:39])[CH:47]=6)=[CH:7][N:6]=5)[CH2:9]4)[N:16]=[N:17][C:18]3=[N:23][CH:22]=2)=[CH:31][C:28]=1[C:29]#[N:30]. The catalyst class is: 203. (3) Product: [NH2:32][C:25]1[N:24]=[C:23]([NH:22][CH2:21][CH2:20][NH:19][C:11]2[CH:12]=[CH:13][C:14]([N+:15]([O-:17])=[O:16])=[C:9]([C:3]3[CH:4]=[CH:5][C:6]([Cl:8])=[CH:7][C:2]=3[Cl:1])[N:10]=2)[CH:28]=[CH:27][C:26]=1[N+:29]([O-:31])=[O:30]. Reactant: [Cl:1][C:2]1[CH:7]=[C:6]([Cl:8])[CH:5]=[CH:4][C:3]=1[C:9]1[C:14]([N+:15]([O-:17])=[O:16])=[CH:13][CH:12]=[C:11](Cl)[N:10]=1.[NH2:19][CH2:20][CH2:21][NH:22][C:23]1[CH:28]=[CH:27][C:26]([N+:29]([O-:31])=[O:30])=[C:25]([NH2:32])[N:24]=1.C(N(CC)C(C)C)(C)C. The catalyst class is: 3.